From a dataset of Catalyst prediction with 721,799 reactions and 888 catalyst types from USPTO. Predict which catalyst facilitates the given reaction. Reactant: [CH2:1]([O:8][C:9]([NH:11][C@H:12]([C:19]([O:21]CC)=[O:20])[C@H:13]([C:15]([F:18])([F:17])[F:16])[CH3:14])=[O:10])[C:2]1[CH:7]=[CH:6][CH:5]=[CH:4][CH:3]=1.[OH-].[Na+]. Product: [CH2:1]([O:8][C:9]([NH:11][C@H:12]([C:19]([OH:21])=[O:20])[C@H:13]([C:15]([F:16])([F:17])[F:18])[CH3:14])=[O:10])[C:2]1[CH:3]=[CH:4][CH:5]=[CH:6][CH:7]=1. The catalyst class is: 87.